This data is from Full USPTO retrosynthesis dataset with 1.9M reactions from patents (1976-2016). The task is: Predict the reactants needed to synthesize the given product. (1) Given the product [C:4]([O:6][CH2:11][C:12](=[O:13])[N:14]([CH2:17][CH3:18])[CH2:15][CH3:16])(=[O:5])/[CH:3]=[CH:2]/[C:1]([O:8][CH3:9])=[O:7], predict the reactants needed to synthesize it. The reactants are: [C:1]([O:8][CH3:9])(=[O:7])/[CH:2]=[CH:3]/[C:4]([OH:6])=[O:5].Cl[CH2:11][C:12]([N:14]([CH2:17][CH3:18])[CH2:15][CH3:16])=[O:13].C(=O)([O-])O.[Cs+]. (2) Given the product [CH:21]1([CH2:24][NH:25][C:26]([C:28]2[C:29]3[C:37]([O:40][C:2]4[CH:7]=[CH:6][N:5]=[C:4]5[CH:8]=[C:9]([C:11]([N:13]6[CH2:17][CH2:16][CH2:15][C@H:14]6[CH2:18][O:19][CH3:20])=[O:12])[S:10][C:3]=45)=[CH:36][CH:35]=[CH:34][C:30]=3[S:31][C:32]=2[CH3:33])=[O:27])[CH2:23][CH2:22]1, predict the reactants needed to synthesize it. The reactants are: Cl[C:2]1[CH:7]=[CH:6][N:5]=[C:4]2[CH:8]=[C:9]([C:11]([N:13]3[CH2:17][CH2:16][CH2:15][C@H:14]3[CH2:18][O:19][CH3:20])=[O:12])[S:10][C:3]=12.[CH:21]1([CH2:24][NH:25][C:26]([C:28]2[C:29]3[CH:37]=[CH:36][C:35](O)=[CH:34][C:30]=3[S:31][C:32]=2[CH3:33])=[O:27])[CH2:23][CH2:22]1.C([O-])([O-])=[O:40].[Cs+].[Cs+]. (3) The reactants are: C[O:2][C:3]1[CH:11]=[C:10]2[C:6]([C:7]([S:15]([N:18]3[CH2:23][CH2:22][O:21][CH2:20][CH2:19]3)(=[O:17])=[O:16])=[C:8]([C:12]([NH2:14])=[O:13])[NH:9]2)=[CH:5][CH:4]=1.B(Br)(Br)Br.CCOC(C)=O.C([O-])(O)=O.[Na+]. Given the product [OH:2][C:3]1[CH:11]=[C:10]2[C:6]([C:7]([S:15]([N:18]3[CH2:23][CH2:22][O:21][CH2:20][CH2:19]3)(=[O:17])=[O:16])=[C:8]([C:12]([NH2:14])=[O:13])[NH:9]2)=[CH:5][CH:4]=1, predict the reactants needed to synthesize it.